From a dataset of Drug-target binding data from BindingDB using Ki measurements. Regression. Given a target protein amino acid sequence and a drug SMILES string, predict the binding affinity score between them. We predict pKi (pKi = -log10(Ki in M); higher means stronger inhibition). Dataset: bindingdb_ki. The compound is CC(=O)Oc1cc(OC(C)CCCc2ccccc2)cc2c1C1CC(O)CCC1C(C)N2. The target protein (P56971) has sequence MKSILDGLADTTFRTITTDLLYVGSNDIQYEDMKGDMASKLGYYPQKFPLSSFRGDPFQEKMTGGDDSLLSIIPSEQVNITEFYNKSLSTFKDNEENIQCGENFMDMECFMILNPSQQLAIAVLSLTLGTFTVLENLLVLCVILHSRSLRCRPSYHFIGSLAVADLLGSVIFVYSFVDFHVFHRKDSPNVFLFKLGGVTASFTASVGSLFLTAIDRYISIHRPLAYKRIVTRPKAVVAFCVMWTIAIVIAVLPLLGWNCKKLNSVCSDIFPLIDETYLMFWIGVTSILLLFIVYAYMYILWKAHSHAVRMLQRGTQKSIIIQSTEDGKVQITRPDQTRMDIRLAKTLVLILVVLIICWGPLLAIMVYDVFGKMNKLIKTIFAFCSMLCLLNSTVNPIIYALRSKDLRHAFRSMFPTCEGTAQPLDNSMESDCQHKHANNAGNVHRAAESCIKSTVKIAKVTMSVSTDTTAEAL. The pKi is 8.1.